Dataset: Catalyst prediction with 721,799 reactions and 888 catalyst types from USPTO. Task: Predict which catalyst facilitates the given reaction. (1) Reactant: CCCCCC.C([Li])CCC.[CH2:12]([O:19][C:20]1[CH:25]=[CH:24][CH:23]=[CH:22][C:21]=1Br)[C:13]1[CH:18]=[CH:17][CH:16]=[CH:15][CH:14]=1.[CH3:27][S:28][C:29]1[CH:36]=[CH:35][C:32]([CH:33]=[O:34])=[CH:31][CH:30]=1.O. Product: [CH2:12]([O:19][C:20]1[CH:25]=[CH:24][CH:23]=[CH:22][C:21]=1[CH:33]([C:32]1[CH:35]=[CH:36][C:29]([S:28][CH3:27])=[CH:30][CH:31]=1)[OH:34])[C:13]1[CH:18]=[CH:17][CH:16]=[CH:15][CH:14]=1. The catalyst class is: 1. (2) Reactant: [C:1]([C:3]1[CH:4]=[C:5]([NH:9][C:10](=[O:20])[CH2:11][NH:12][C:13](=[O:19])[O:14][C:15]([CH3:18])([CH3:17])[CH3:16])[CH:6]=[CH:7][CH:8]=1)#[CH:2].C(N(CC)CC)C.[Cl:28][C:29]1[CH:38]=[CH:37][CH:36]=[C:35]([Cl:39])[C:30]=1[C:31](Cl)=[N:32][OH:33]. Product: [Cl:28][C:29]1[CH:38]=[CH:37][CH:36]=[C:35]([Cl:39])[C:30]=1[C:31]1[CH:2]=[C:1]([C:3]2[CH:4]=[C:5]([NH:9][C:10](=[O:20])[CH2:11][NH:12][C:13](=[O:19])[O:14][C:15]([CH3:16])([CH3:17])[CH3:18])[CH:6]=[CH:7][CH:8]=2)[O:33][N:32]=1. The catalyst class is: 54. (3) Reactant: Cl[C:2]1[S:3][C:4]([C:13]([O:15][CH3:16])=[O:14])=[C:5]([C:7]2[N:11]([CH3:12])[N:10]=[CH:9][N:8]=2)[N:6]=1.[Cl:17][C:18]1[C:22]([Cl:23])=[C:21]([CH3:24])[NH:20][C:19]=1[C:25]([NH:27][C@@H:28]1[CH2:33][CH2:32][NH:31][CH2:30][C@@H:29]1[O:34][CH2:35][CH:36]=[CH2:37])=[O:26].C(N(CC)C(C)C)(C)C.O. Product: [Cl:17][C:18]1[C:22]([Cl:23])=[C:21]([CH3:24])[NH:20][C:19]=1[C:25]([NH:27][C@@H:28]1[CH2:33][CH2:32][N:31]([C:2]2[S:3][C:4]([C:13]([O:15][CH3:16])=[O:14])=[C:5]([C:7]3[N:11]([CH3:12])[N:10]=[CH:9][N:8]=3)[N:6]=2)[CH2:30][C@@H:29]1[O:34][CH2:35][CH:36]=[CH2:37])=[O:26]. The catalyst class is: 60.